This data is from Human liver microsome stability data. The task is: Regression/Classification. Given a drug SMILES string, predict its absorption, distribution, metabolism, or excretion properties. Task type varies by dataset: regression for continuous measurements (e.g., permeability, clearance, half-life) or binary classification for categorical outcomes (e.g., BBB penetration, CYP inhibition). Dataset: hlm. (1) The drug is Cc1ccc2[nH]c(C(=O)N3CC(=O)N(Cc4cccc(C5(O)COC5)c4)[C@@H](Cc4ccccc4)C3)cc2c1. The result is 1 (stable in human liver microsomes). (2) The drug is Cc1ccc(NC(=O)c2cc(-c3cc4cc(C(=O)O)ccc4o3)ccc2N2CCCCC2)cc1. The result is 0 (unstable in human liver microsomes). (3) The drug is CCN(N=c1c(O)c(O)c1=Nc1cccc(C(=O)N(C)C)c1O)c1ccccn1. The result is 0 (unstable in human liver microsomes). (4) The molecule is CC(C)[C@]1(C(=O)N2C[C@@H]3C[C@H]2CN3C(=O)C2CCOCC2)CC[C@@H](NC2CCOCC2)C1. The result is 0 (unstable in human liver microsomes). (5) The result is 0 (unstable in human liver microsomes). The molecule is CS(=O)(=O)Nc1ccc2c(c1)S(=O)(=O)NC(c1c(O)c(-c3cccs3)nn(CCC3CC3)c1=O)=N2. (6) The molecule is Oc1cc(-c2nnc(C=Cc3nnc(-c4ccc(F)cc4)n3-c3ccccc3Cl)o2)ccn1. The result is 0 (unstable in human liver microsomes).